Predict the reactants needed to synthesize the given product. From a dataset of Full USPTO retrosynthesis dataset with 1.9M reactions from patents (1976-2016). (1) Given the product [Br:9][C:7]1[CH:6]=[N:5][N:4]([CH:1]2[CH2:3][CH2:2]2)[CH:8]=1, predict the reactants needed to synthesize it. The reactants are: [CH:1]1([N:4]2[CH:8]=[CH:7][CH:6]=[N:5]2)[CH2:3][CH2:2]1.[Br:9]Br. (2) Given the product [CH3:1][O:2][C:3]1[CH:4]=[CH:5][C:6]2[NH:12][C:11](=[O:13])[N:10]([CH:14]3[CH2:19][CH2:18][N:17]([C:22]4[CH:27]=[C:26]([C:28]([C:30]5[CH:39]=[C:38]([CH3:40])[C:33]6[NH:34][C:35](=[O:37])[O:36][C:32]=6[CH:31]=5)=[O:29])[C:25]([CH3:41])=[CH:24][N:23]=4)[CH2:16][CH2:15]3)[CH2:9][CH2:8][C:7]=2[CH:20]=1, predict the reactants needed to synthesize it. The reactants are: [CH3:1][O:2][C:3]1[CH:4]=[CH:5][C:6]2[NH:12][C:11](=[O:13])[N:10]([CH:14]3[CH2:19][CH2:18][NH:17][CH2:16][CH2:15]3)[CH2:9][CH2:8][C:7]=2[CH:20]=1.Cl[C:22]1[CH:27]=[C:26]([C:28]([C:30]2[CH:39]=[C:38]([CH3:40])[C:33]3[NH:34][C:35](=[O:37])[O:36][C:32]=3[CH:31]=2)=[O:29])[C:25]([CH3:41])=[CH:24][N:23]=1. (3) Given the product [Br:10][C:5]1[CH:6]=[C:7]([O:8][CH3:9])[C:2]([S:12][CH3:11])=[N:3][CH:4]=1, predict the reactants needed to synthesize it. The reactants are: Br[C:2]1[C:7]([O:8][CH3:9])=[CH:6][C:5]([Br:10])=[CH:4][N:3]=1.[CH3:11][S-:12].[Na+].O. (4) Given the product [F:15][C:10]1[CH:9]=[C:8]([CH:6]([F:7])[C:5]([OH:16])=[O:4])[CH:13]=[CH:12][C:11]=1[F:14], predict the reactants needed to synthesize it. The reactants are: [OH-].[K+].C[O:4][C:5](=[O:16])[CH:6]([C:8]1[CH:13]=[CH:12][C:11]([F:14])=[C:10]([F:15])[CH:9]=1)[F:7]. (5) Given the product [Li+:8].[CH3:2][CH:1]([N-:4][CH:5]([CH3:7])[CH3:6])[CH3:3].[Br:13][C:14]1[CH:24]=[CH:23][C:17]2[O:18][C:19]([F:22])([F:21])[O:20][C:16]=2[C:15]=1[O:26][CH3:25], predict the reactants needed to synthesize it. The reactants are: [CH:1]([NH:4][CH:5]([CH3:7])[CH3:6])([CH3:3])[CH3:2].[Li:8]CCCC.[Br:13][C:14]1[CH:24]=[CH:23][C:17]2[O:18][C:19]([F:22])([F:21])[O:20][C:16]=2[CH:15]=1.[CH3:25][O:26]B(OC)OC.C(OO)(=O)C.OS([O-])=O.[Na+].Cl.[H-].[Na+].CI. (6) Given the product [OH:33][C@H:10]1[CH2:11][C@H:12]([O:14][C:15]2[CH:20]=[C:19]([NH:21][C@@H:22]3[C:30]4[C:25](=[CH:26][CH:27]=[CH:28][CH:29]=4)[CH2:24][C@@H:23]3[O:31][CH3:32])[N:18]=[CH:17][N:16]=2)[CH2:13][C@H:9]1[CH2:8][NH:7][S:34]([NH2:37])(=[O:36])=[O:35], predict the reactants needed to synthesize it. The reactants are: C(OC(=O)[N:7]([S:34]([NH2:37])(=[O:36])=[O:35])[CH2:8][C@@H:9]1[CH2:13][C@@H:12]([O:14][C:15]2[CH:20]=[C:19]([NH:21][C@@H:22]3[C:30]4[C:25](=[CH:26][CH:27]=[CH:28][CH:29]=4)[CH2:24][C@@H:23]3[O:31][CH3:32])[N:18]=[CH:17][N:16]=2)[CH2:11][C@@H:10]1[OH:33])(C)(C)C.FC(F)(F)C(O)=O. (7) The reactants are: [H-].[Al+3].[Li+].[H-].[H-].[H-].[C:7]1([C:17](OCC)=[O:18])([C:12](OCC)=[O:13])[CH2:11][CH:10]=[CH:9][CH2:8]1. Given the product [C:7]1([CH2:17][OH:18])([CH2:12][OH:13])[CH2:11][CH:10]=[CH:9][CH2:8]1, predict the reactants needed to synthesize it.